Dataset: Reaction yield outcomes from USPTO patents with 853,638 reactions. Task: Predict the reaction yield, written as a fraction of the theoretical maximum amount of product (1.0 means a 100% yield; for example, 0.34 means a 34% yield). (1) The reactants are [OH:1][B:2]1[C:6]2[CH:7]=[CH:8][C:9]([O:11][C:12]3[CH:20]=[CH:19][C:15]([C:16]([OH:18])=O)=[CH:14][N:13]=3)=[CH:10][C:5]=2[CH2:4][O:3]1.[CH2:21]([NH:23][CH2:24][CH3:25])[CH3:22].CCN(C(C)C)C(C)C.C1CN([P+](Cl)(N2CCCC2)N2CCCC2)CC1.F[P-](F)(F)(F)(F)F. The catalyst is CN(C=O)C.CCOC(C)=O. The product is [CH2:21]([N:23]([CH2:24][CH3:25])[C:16](=[O:18])[C:15]1[CH:19]=[CH:20][C:12]([O:11][C:9]2[CH:8]=[CH:7][C:6]3[B:2]([OH:1])[O:3][CH2:4][C:5]=3[CH:10]=2)=[N:13][CH:14]=1)[CH3:22]. The yield is 0.940. (2) The reactants are [Cl:1][C:2]1[C:7]([C:8]([NH2:10])=[O:9])=[C:6]([OH:11])[C:5]([NH:12][C:13]2[C:16](=[O:17])[C:15](=[O:18])[C:14]=2Cl)=[CH:4][CH:3]=1.[F:20][C:21]1[CH:27]=[CH:26][C:24]([NH2:25])=[CH:23][CH:22]=1. The catalyst is CS(C)=O. The product is [Cl:1][C:2]1[C:7]([C:8]([NH2:10])=[O:9])=[C:6]([OH:11])[C:5]([NH:12][C:13]2[C:16](=[O:17])[C:15](=[O:18])[C:14]=2[NH:25][C:24]2[CH:26]=[CH:27][C:21]([F:20])=[CH:22][CH:23]=2)=[CH:4][CH:3]=1. The yield is 0.960.